This data is from Reaction yield outcomes from USPTO patents with 853,638 reactions. The task is: Predict the reaction yield, written as a fraction of the theoretical maximum amount of product (1.0 means a 100% yield; for example, 0.34 means a 34% yield). (1) The reactants are C1(C2O[N:10]=[C:9]([C:12]([OH:14])=O)[N:8]=2)C=CC=CC=1.[ClH:15].N1C=N[N:19]2[C:24]([N:25]3[CH2:29][CH2:28][C@H:27]([NH2:30])[CH2:26]3)=[CH:23][N:22]=[CH:21][C:20]=12.C(N(CC)[CH:34]([CH3:36])[CH3:35])C.CN(C(ON1N=N[C:49]2[CH:50]=[CH:51][CH:52]=N[C:48]1=2)=[N+](C)C)C.F[P-](F)(F)(F)(F)F.C[N:64]([CH:66]=O)[CH3:65]. The catalyst is C(OCC)(=O)C. The product is [Cl:15][C:50]1[CH:51]=[CH:52][C:65]([N:64]2[CH:66]=[N:8][C:9]([C:12]([NH:30][C@H:27]3[CH2:28][CH2:29][N:25]([C:24]4[C:23]5[N:22]([CH:36]=[CH:34][CH:35]=5)[CH:21]=[CH:20][N:19]=4)[CH2:26]3)=[O:14])=[N:10]2)=[CH:48][CH:49]=1. The yield is 0.230. (2) The reactants are [N:1]1([C:5]([C:7]2[CH:33]=[CH:32][C:10]([O:11][C:12]3[CH:13]=[C:14]([C:24]4[NH:28][C:27]([C:29](O)=[O:30])=[CH:26][CH:25]=4)[CH:15]=[C:16]([O:18][C@@H:19]([CH3:23])[CH2:20][O:21][CH3:22])[CH:17]=3)=[C:9]([F:34])[CH:8]=2)=[O:6])[CH2:4][CH2:3][CH2:2]1.[C:35]([NH:38][NH2:39])(=[O:37])[CH3:36].CN(C(ON1N=NC2C=CC=NC1=2)=[N+](C)C)C.F[P-](F)(F)(F)(F)F.C(N(CC)C(C)C)(C)C. The catalyst is ClCCl. The product is [C:35]([NH:38][NH:39][C:29]([C:27]1[NH:28][C:24]([C:14]2[CH:15]=[C:16]([O:18][C@@H:19]([CH3:23])[CH2:20][O:21][CH3:22])[CH:17]=[C:12]([O:11][C:10]3[CH:32]=[CH:33][C:7]([C:5]([N:1]4[CH2:2][CH2:3][CH2:4]4)=[O:6])=[CH:8][C:9]=3[F:34])[CH:13]=2)=[CH:25][CH:26]=1)=[O:30])(=[O:37])[CH3:36]. The yield is 0.620. (3) The reactants are [Cl:1][C:2]1[CH:11]=[C:10](Cl)[C:9]2[C:4](=[C:5]([Cl:15])[C:6]([O:13][CH3:14])=[CH:7][CH:8]=2)[N:3]=1.ClC1C=C([O:27][CH2:28][C:29]2[CH:34]=[CH:33][C:32]([O:35][CH3:36])=[CH:31][CH:30]=2)C2C(=C(C)C(OC)=CC=2)N=1. No catalyst specified. The product is [Cl:1][C:2]1[CH:11]=[C:10]([O:27][CH2:28][C:29]2[CH:34]=[CH:33][C:32]([O:35][CH3:36])=[CH:31][CH:30]=2)[C:9]2[C:4](=[C:5]([Cl:15])[C:6]([O:13][CH3:14])=[CH:7][CH:8]=2)[N:3]=1. The yield is 0.380. (4) The reactants are Cl[C:2]1[N:7]([CH2:8][C:9]2[CH:16]=[CH:15][CH:14]=[CH:13][C:10]=2[C:11]#[N:12])[C:6](=[O:17])[NH:5][C:4](=[O:18])[CH:3]=1.[H-].[Na+].[Li+].[Br-].[C:23]([C:25]1[CH:26]=[C:27]([CH:30]=[CH:31][CH:32]=1)[CH2:28]Br)#[N:24].Cl.Cl.[NH2:35][C@@H:36]1[CH2:41][CH2:40][CH2:39][NH:38][CH2:37]1.C(=O)(O)[O-].[Na+]. The catalyst is COCCOC.CN(C=O)C. The product is [NH2:35][C@@H:36]1[CH2:41][CH2:40][CH2:39][N:38]([C:2]2[N:7]([CH2:8][C:9]3[CH:16]=[CH:15][CH:14]=[CH:13][C:10]=3[C:11]#[N:12])[C:6](=[O:17])[N:5]([CH2:28][C:27]3[CH:30]=[CH:31][CH:32]=[C:25]([C:23]#[N:24])[CH:26]=3)[C:4](=[O:18])[CH:3]=2)[CH2:37]1. The yield is 0.840.